Dataset: Reaction yield outcomes from USPTO patents with 853,638 reactions. Task: Predict the reaction yield, written as a fraction of the theoretical maximum amount of product (1.0 means a 100% yield; for example, 0.34 means a 34% yield). The reactants are [CH3:1][O:2][C:3]1([O:20][CH3:21])[CH2:8][CH2:7][N:6]([C:9]2[CH:14]=[CH:13][C:12]([N+:15]([O-])=O)=[C:11]([O:18][CH3:19])[CH:10]=2)[CH2:5][CH2:4]1.O1CCCC1. The catalyst is [C].[Pd].CCCCCCC. The product is [CH3:21][O:20][C:3]1([O:2][CH3:1])[CH2:8][CH2:7][N:6]([C:9]2[CH:14]=[CH:13][C:12]([NH2:15])=[C:11]([O:18][CH3:19])[CH:10]=2)[CH2:5][CH2:4]1. The yield is 0.945.